Task: Predict the reaction yield, written as a fraction of the theoretical maximum amount of product (1.0 means a 100% yield; for example, 0.34 means a 34% yield).. Dataset: Reaction yield outcomes from USPTO patents with 853,638 reactions (1) The catalyst is O1CCOCC1.C1C=CC(P(C2C=CC=CC=2)[C-]2C=CC=C2)=CC=1.C1C=CC(P(C2C=CC=CC=2)[C-]2C=CC=C2)=CC=1.Cl[Pd]Cl.[Fe+2]. The product is [C:1]([O:5][C:6]([N:8]1[CH2:13][CH2:12][CH:11]([C:14]2[C:19]([C:22]3[CH:23]=[CH:24][CH:25]=[CH:26][CH:27]=3)=[N:18][CH:17]=[CH:16][N:15]=2)[CH2:10][CH2:9]1)=[O:7])([CH3:4])([CH3:3])[CH3:2]. The reactants are [C:1]([O:5][C:6]([N:8]1[CH2:13][CH2:12][CH:11]([C:14]2[C:19](Cl)=[N:18][CH:17]=[CH:16][N:15]=2)[CH2:10][CH2:9]1)=[O:7])([CH3:4])([CH3:3])[CH3:2].C[C:22]1[CH:23]=[C:24](B(O)O)[CH:25]=[CH:26][CH:27]=1.C([O-])([O-])=O.[Na+].[Na+].O. The yield is 0.800. (2) The reactants are Br[C:2]1[N:6]=[CH:5][N:4]([C:7]2[CH:12]=[CH:11][C:10]([O:13][C:14]([F:20])([F:19])[C:15]([F:18])([F:17])[F:16])=[CH:9][CH:8]=2)[N:3]=1.CC1(C)C(C)(C)OB([C:29]2[CH:35]=[CH:34][C:32]([NH2:33])=[CH:31][CH:30]=2)O1.C([O-])([O-])=O.[K+].[K+]. The catalyst is C1C=CC([P]([Pd]([P](C2C=CC=CC=2)(C2C=CC=CC=2)C2C=CC=CC=2)([P](C2C=CC=CC=2)(C2C=CC=CC=2)C2C=CC=CC=2)[P](C2C=CC=CC=2)(C2C=CC=CC=2)C2C=CC=CC=2)(C2C=CC=CC=2)C2C=CC=CC=2)=CC=1.COCCOC.O. The product is [F:19][C:14]([F:20])([O:13][C:10]1[CH:11]=[CH:12][C:7]([N:4]2[CH:5]=[N:6][C:2]([C:29]3[CH:35]=[CH:34][C:32]([NH2:33])=[CH:31][CH:30]=3)=[N:3]2)=[CH:8][CH:9]=1)[C:15]([F:18])([F:17])[F:16]. The yield is 0.680.